Dataset: Forward reaction prediction with 1.9M reactions from USPTO patents (1976-2016). Task: Predict the product of the given reaction. (1) Given the reactants [N:1]1[CH:6]=[CH:5][CH:4]=[CH:3][C:2]=1[CH2:7][NH:8][CH2:9][C:10]1[CH:15]=[CH:14][C:13]([CH2:16][C:17]([O:19][CH3:20])=[O:18])=[CH:12][CH:11]=1.C(N(CC)CC)C.[C:28]([O:32][C:33](O[C:33]([O:32][C:28]([CH3:31])([CH3:30])[CH3:29])=[O:34])=[O:34])([CH3:31])([CH3:30])[CH3:29], predict the reaction product. The product is: [C:33]([N:8]([CH2:9][C:10]1[CH:11]=[CH:12][C:13]([CH2:16][C:17]([O:19][CH3:20])=[O:18])=[CH:14][CH:15]=1)[CH2:7][C:2]1[CH:3]=[CH:4][CH:5]=[CH:6][N:1]=1)([O:32][C:28]([CH3:31])([CH3:30])[CH3:29])=[O:34]. (2) Given the reactants [H-].[Na+].[CH:3]1([O:7][CH2:8][C@H:9]([OH:20])[C:10]([NH:12][C:13]2[CH:18]=[N:17][C:16]([CH3:19])=[CH:15][N:14]=2)=[O:11])[CH2:6][CH2:5][CH2:4]1.Cl[C:22]1[N:27]=[CH:26][N:25]=[C:24]2[N:28]([C:31]3[C:32]([CH3:37])=[N:33][CH:34]=[CH:35][CH:36]=3)[N:29]=[CH:30][C:23]=12.C(O)(=O)CC(CC(O)=O)(C(O)=O)O, predict the reaction product. The product is: [CH:3]1([O:7][CH2:8][C@H:9]([O:20][C:22]2[N:27]=[CH:26][N:25]=[C:24]3[N:28]([C:31]4[C:32]([CH3:37])=[N:33][CH:34]=[CH:35][CH:36]=4)[N:29]=[CH:30][C:23]=23)[C:10]([NH:12][C:13]2[CH:18]=[N:17][C:16]([CH3:19])=[CH:15][N:14]=2)=[O:11])[CH2:6][CH2:5][CH2:4]1.